This data is from Reaction yield outcomes from USPTO patents with 853,638 reactions. The task is: Predict the reaction yield, written as a fraction of the theoretical maximum amount of product (1.0 means a 100% yield; for example, 0.34 means a 34% yield). (1) The reactants are [CH3:1][N:2]1[C:6]([N:7]2[C:11]3=[N:12][CH:13]=[CH:14][CH:15]=[C:10]3[CH:9]=[CH:8]2)=[C:5](/[CH:16]=[CH:17]/[C:18]([O:20]CC)=[O:19])[C:4]([CH3:23])=[N:3]1.O1CCCC1.[OH-].[Na+].S([O-])(O)(=O)=O.[K+]. The catalyst is C(O)C. The product is [CH3:1][N:2]1[C:6]([N:7]2[C:11]3=[N:12][CH:13]=[CH:14][CH:15]=[C:10]3[CH:9]=[CH:8]2)=[C:5](/[CH:16]=[CH:17]/[C:18]([OH:20])=[O:19])[C:4]([CH3:23])=[N:3]1. The yield is 0.900. (2) The reactants are [CH3:1][O:2][CH2:3][CH2:4][O:5][CH2:6][CH2:7][O:8][CH2:9][C:10]([OH:12])=[O:11].[F:13][C:14]1[C:19](O)=[C:18]([F:21])[C:17]([F:22])=[C:16]([F:23])[C:15]=1[F:24].Cl.CN(C)CCCN=C=NCC. The catalyst is ClCCl.CN(C)C1C=CN=CC=1. The product is [F:13][C:14]1[C:19]([O:11][C:10](=[O:12])[CH2:9][O:8][CH2:7][CH2:6][O:5][CH2:4][CH2:3][O:2][CH3:1])=[C:18]([F:21])[C:17]([F:22])=[C:16]([F:23])[C:15]=1[F:24]. The yield is 0.500. (3) The reactants are C(OC([NH:8][CH2:9][C:10]([NH:12][C:13]1[CH:14]=[C:15]([CH:36]=[CH:37][C:38]=1[O:39][CH3:40])[CH2:16][S:17][C:18]1[N:26]=[C:25]2[C:21]([N:22]=[C:23]([CH2:28][CH3:29])[N:24]2[CH3:27])=[C:20]([N:30]2[CH2:35][CH2:34][O:33][CH2:32][CH2:31]2)[N:19]=1)=[O:11])=O)(C)(C)C.[ClH:41]. The catalyst is O1CCCC1.O1CCOCC1. The product is [ClH:41].[NH2:8][CH2:9][C:10]([NH:12][C:13]1[CH:14]=[C:15]([CH:36]=[CH:37][C:38]=1[O:39][CH3:40])[CH2:16][S:17][C:18]1[N:26]=[C:25]2[C:21]([N:22]=[C:23]([CH2:28][CH3:29])[N:24]2[CH3:27])=[C:20]([N:30]2[CH2:31][CH2:32][O:33][CH2:34][CH2:35]2)[N:19]=1)=[O:11]. The yield is 0.830. (4) The reactants are C([O:8][N:9]1[C:15](=[O:16])[N:14]2[CH2:17][C@H:10]1[CH2:11][CH2:12][C@H:13]2[C:18]1[O:22][C:21]([CH2:23][CH2:24][NH:25][C:26](=[O:32])[O:27][C:28]([CH3:31])([CH3:30])[CH3:29])=[N:20][N:19]=1)C1C=CC=CC=1. The catalyst is C1COCC1.[Pd]. The product is [OH:8][N:9]1[C:15](=[O:16])[N:14]2[CH2:17][C@H:10]1[CH2:11][CH2:12][C@H:13]2[C:18]1[O:22][C:21]([CH2:23][CH2:24][NH:25][C:26](=[O:32])[O:27][C:28]([CH3:30])([CH3:29])[CH3:31])=[N:20][N:19]=1. The yield is 0.940.